This data is from Full USPTO retrosynthesis dataset with 1.9M reactions from patents (1976-2016). The task is: Predict the reactants needed to synthesize the given product. (1) Given the product [CH2:28]([CH:27]([O:1][C:2]1[CH:3]=[C:4]([C:10]2[O:11][CH:12]=[C:13]([CH2:15][CH2:16][C:17]([C:19]3[C:24]([CH3:25])=[CH:23][CH:22]=[CH:21][N:20]=3)=[O:18])[N:14]=2)[CH:5]=[CH:6][C:7]=1[O:8][CH3:9])[CH2:30][CH3:31])[CH3:29], predict the reactants needed to synthesize it. The reactants are: [OH:1][C:2]1[CH:3]=[C:4]([C:10]2[O:11][CH:12]=[C:13]([CH2:15][CH2:16][C:17]([C:19]3[C:24]([CH3:25])=[CH:23][CH:22]=[CH:21][N:20]=3)=[O:18])[N:14]=2)[CH:5]=[CH:6][C:7]=1[O:8][CH3:9].Br[CH:27]([CH2:30][CH3:31])[CH2:28][CH3:29]. (2) Given the product [F:29][C:21]1[CH:22]=[C:23]([CH:24]=[CH:25][C:20]=1[CH2:19][C:4]1[CH:3]=[CH:2][N:7]=[C:6]2[N:8]([CH2:11][O:12][CH2:13][CH2:14][Si:15]([CH3:16])([CH3:18])[CH3:17])[CH:9]=[CH:10][C:5]=12)[NH2:26], predict the reactants needed to synthesize it. The reactants are: Cl[C:2]1[N:7]=[C:6]2[N:8]([CH2:11][O:12][CH2:13][CH2:14][Si:15]([CH3:18])([CH3:17])[CH3:16])[CH:9]=[CH:10][C:5]2=[C:4]([CH2:19][C:20]2[CH:25]=[CH:24][C:23]([N+:26]([O-])=O)=[CH:22][C:21]=2[F:29])[CH:3]=1.C(N(CC)CC)C.[H][H]. (3) Given the product [Cl:40][C:41]1[CH:42]=[C:43]([CH:61]=[CH:62][CH:63]=1)[CH2:44][N:45]1[C:49]([CH3:50])=[C:48]([C:2]2[C:10]3[C:5](=[N:6][CH:7]=[C:8]([C:11]4[CH:16]=[CH:15][C:14]([N:17]5[CH2:22][CH2:21][N:20]([C:23]([O:25][C:26]([CH3:29])([CH3:28])[CH3:27])=[O:24])[CH2:19][CH2:18]5)=[CH:13][CH:12]=4)[CH:9]=3)[N:4]([S:30]([C:33]3[CH:39]=[CH:38][C:36]([CH3:37])=[CH:35][CH:34]=3)(=[O:32])=[O:31])[CH:3]=2)[C:47]([CH3:60])=[N:46]1, predict the reactants needed to synthesize it. The reactants are: I[C:2]1[C:10]2[C:5](=[N:6][CH:7]=[C:8]([C:11]3[CH:16]=[CH:15][C:14]([N:17]4[CH2:22][CH2:21][N:20]([C:23]([O:25][C:26]([CH3:29])([CH3:28])[CH3:27])=[O:24])[CH2:19][CH2:18]4)=[CH:13][CH:12]=3)[CH:9]=2)[N:4]([S:30]([C:33]2[CH:39]=[CH:38][C:36]([CH3:37])=[CH:35][CH:34]=2)(=[O:32])=[O:31])[CH:3]=1.[Cl:40][C:41]1[CH:42]=[C:43]([CH:61]=[CH:62][CH:63]=1)[CH2:44][N:45]1[C:49]([CH3:50])=[C:48](B2OC(C)(C)C(C)(C)O2)[C:47]([CH3:60])=[N:46]1.C(=O)([O-])[O-].[Na+].[Na+]. (4) Given the product [Br:1][C:2]1[CH:11]=[CH:10][C:9]2[C:8]3[CH:15]=[CH:14][CH:13]=[N:16][C:7]=3[CH2:6][CH2:5][C:4]=2[CH:3]=1, predict the reactants needed to synthesize it. The reactants are: [Br:1][C:2]1[CH:3]=[C:4]2[C:9](=[CH:10][CH:11]=1)[CH2:8][C:7](=O)[CH2:6][CH2:5]2.[CH2:13]([NH2:16])[C:14]#[CH:15]. (5) Given the product [CH3:15][C@H:4]1[CH2:3][C@:2]([CH:16]=[CH2:17])([NH:1][S:21]([CH:20]=[CH2:19])(=[O:23])=[O:22])[CH2:7][CH2:6][N:5]1[C:8]([O:10][C:11]([CH3:12])([CH3:14])[CH3:13])=[O:9], predict the reactants needed to synthesize it. The reactants are: [NH2:1][C@:2]1([CH:16]=[CH2:17])[CH2:7][CH2:6][N:5]([C:8]([O:10][C:11]([CH3:14])([CH3:13])[CH3:12])=[O:9])[C@@H:4]([CH3:15])[CH2:3]1.Cl[CH2:19][CH2:20][S:21](Cl)(=[O:23])=[O:22].